Dataset: Forward reaction prediction with 1.9M reactions from USPTO patents (1976-2016). Task: Predict the product of the given reaction. (1) Given the reactants [Cl:1][C:2]1[CH:28]=[CH:27][C:5]([CH2:6][N:7]2[C:12](=[N:13][C:14]3[CH:19]=[CH:18][C:17]([O:20][CH:21]([CH3:23])[CH3:22])=[C:16]([F:24])[CH:15]=3)[NH:11][C:10](=[O:25])[NH:9][C:8]2=[O:26])=[CH:4][CH:3]=1.CN(C=O)C.CC(C)([O-])C.[K+].C[O:41][C:42](=[O:45])[CH:43]=[CH2:44], predict the reaction product. The product is: [Cl:1][C:2]1[CH:3]=[CH:4][C:5]([CH2:6][N:7]2[C:12](=[N:13][C:14]3[CH:19]=[CH:18][C:17]([O:20][CH:21]([CH3:23])[CH3:22])=[C:16]([F:24])[CH:15]=3)[NH:11][C:10](=[O:25])[N:9]([CH2:44][CH2:43][C:42]([OH:45])=[O:41])[C:8]2=[O:26])=[CH:27][CH:28]=1. (2) The product is: [Cl:1][C:2]1[C:7]([C:8]2[N:18]=[C:14]3[CH:13]=[C:12]([Cl:11])[CH:17]=[CH:16][N:15]3[CH:9]=2)=[CH:6][CH:5]=[CH:4][N:3]=1. Given the reactants [Cl:1][C:2]1[C:7]([C:8](=O)[CH3:9])=[CH:6][CH:5]=[CH:4][N:3]=1.[Cl:11][C:12]1[CH:17]=[CH:16][N:15]=[C:14]([NH2:18])[CH:13]=1.C([O-])(O)=O.[Na+].C(O)C, predict the reaction product.